From a dataset of Catalyst prediction with 721,799 reactions and 888 catalyst types from USPTO. Predict which catalyst facilitates the given reaction. (1) Reactant: [CH2:1]([NH:8][C:9](=O)[CH2:10][C:11]1[CH:16]=[CH:15][CH:14]=[CH:13][CH:12]=1)[CH2:2][CH2:3][CH2:4][CH2:5][CH2:6][CH3:7].B.CSC.Cl. Product: [C:11]1([CH2:10][CH2:9][NH:8][CH2:1][CH2:2][CH2:3][CH2:4][CH2:5][CH2:6][CH3:7])[CH:16]=[CH:15][CH:14]=[CH:13][CH:12]=1. The catalyst class is: 1. (2) Reactant: [NH2:1][C:2]1[CH:3]=[C:4]([C:8]2[N:9]=[C:10]([NH:24][CH2:25][C:26]3[CH:31]=[CH:30][CH:29]=[CH:28][N:27]=3)[C:11]3[C:16]([CH:17]=2)=[CH:15][CH:14]=[CH:13][C:12]=3[C:18]2[CH:23]=[CH:22][CH:21]=[CH:20][CH:19]=2)[CH:5]=[N:6][CH:7]=1.ClS([N:36]=[C:37]=[O:38])(=O)=O.Cl. Product: [C:18]1([C:12]2[CH:13]=[CH:14][CH:15]=[C:16]3[C:11]=2[C:10]([NH:24][CH2:25][C:26]2[CH:31]=[CH:30][CH:29]=[CH:28][N:27]=2)=[N:9][C:8]([C:4]2[CH:3]=[C:2]([NH:1][C:37]([NH2:36])=[O:38])[CH:7]=[N:6][CH:5]=2)=[CH:17]3)[CH:23]=[CH:22][CH:21]=[CH:20][CH:19]=1. The catalyst class is: 46. (3) Reactant: [H-].[Na+].[CH:3]1([C:9](=[O:17])[CH2:10]P(=O)(OC)OC)[CH2:8][CH2:7][CH2:6][CH2:5][CH2:4]1.[F:18][C:19]1[CH:24]=[C:23]([CH:25]=O)[C:22]([C:27]2[N:28]=[CH:29][N:30]([C:32]([C:45]3[CH:50]=[CH:49][CH:48]=[CH:47][CH:46]=3)([C:39]3[CH:44]=[CH:43][CH:42]=[CH:41][CH:40]=3)[C:33]3[CH:38]=[CH:37][CH:36]=[CH:35][CH:34]=3)[CH:31]=2)=[CH:21][N:20]=1. Product: [CH:3]1([C:9](=[O:17])[CH:10]=[CH:25][C:23]2[C:22]([C:27]3[N:28]=[CH:29][N:30]([C:32]([C:39]4[CH:40]=[CH:41][CH:42]=[CH:43][CH:44]=4)([C:45]4[CH:46]=[CH:47][CH:48]=[CH:49][CH:50]=4)[C:33]4[CH:38]=[CH:37][CH:36]=[CH:35][CH:34]=4)[CH:31]=3)=[CH:21][N:20]=[C:19]([F:18])[CH:24]=2)[CH2:8][CH2:7][CH2:6][CH2:5][CH2:4]1. The catalyst class is: 1. (4) Reactant: [Cl:1][C:2]1[C:9]([CH3:10])=[CH:8][CH:7]=[C:6]([F:11])[C:3]=1[CH:4]=O.S([O-])(OCCCCCCCCCCCC)(=O)=O.[Na+].C(OI(C1C=CC=CC=1)OC(=O)C)(=O)C.C([O-])(=O)C.[NH4+:49].S([O-])([O-])(=O)=S.[Na+].[Na+]. Product: [Cl:1][C:2]1[C:9]([CH3:10])=[CH:8][CH:7]=[C:6]([F:11])[C:3]=1[C:4]#[N:49]. The catalyst class is: 6. (5) Reactant: O=C1C2C(=CC=CC=2)C(=O)[N:3]1[CH2:12][CH2:13][CH2:14][N:15]1[CH2:20][CH2:19][CH:18]([C:21]2[CH:22]=[C:23]([NH:27][C:28](=[O:32])[CH:29]([CH3:31])[CH3:30])[CH:24]=[CH:25][CH:26]=2)[CH2:17][CH2:16]1.O.NN. Product: [NH2:3][CH2:12][CH2:13][CH2:14][N:15]1[CH2:20][CH2:19][CH:18]([C:21]2[CH:22]=[C:23]([NH:27][C:28](=[O:32])[CH:29]([CH3:30])[CH3:31])[CH:24]=[CH:25][CH:26]=2)[CH2:17][CH2:16]1. The catalyst class is: 14. (6) Reactant: [CH2:1]([CH:4]1[CH2:7][C:6](=O)[CH2:5]1)[CH2:2][CH3:3].[C:9]1([OH:15])[CH:14]=[CH:13][CH:12]=[CH:11][CH:10]=1.S(=O)(=O)(O)O. Product: [OH:15][C:9]1[CH:10]=[CH:11][C:1]([C:4]2([C:12]3[CH:13]=[CH:14][C:9]([OH:15])=[CH:10][CH:11]=3)[CH2:7][CH:6]([CH2:12][CH2:13][CH3:14])[CH2:5]2)=[CH:2][CH:3]=1. The catalyst class is: 6. (7) Reactant: C1C=CC2N(O)N=NC=2C=1.CCN=C=NCCCN(C)C.[C:22]([C:24]1[CH:25]=[C:26]([CH:30]=[CH:31][C:32]=1[O:33][CH:34]([CH3:36])[CH3:35])[C:27]([OH:29])=O)#[N:23].[F:37][C:38]1[CH:46]=[CH:45][C:44](/[C:47](/[NH:50]O)=[N:48]/[H])=[C:43]2[C:39]=1[C:40]([CH2:52][CH2:53][C:54]([O:56][CH2:57][CH3:58])=[O:55])=[CH:41][NH:42]2.CCCC[N+](CCCC)(CCCC)CCCC.[F-]. Product: [C:22]([C:24]1[CH:25]=[C:26]([C:27]2[O:29][N:48]=[C:47]([C:44]3[CH:45]=[CH:46][C:38]([F:37])=[C:39]4[C:43]=3[NH:42][CH:41]=[C:40]4[CH2:52][CH2:53][C:54]([O:56][CH2:57][CH3:58])=[O:55])[N:50]=2)[CH:30]=[CH:31][C:32]=1[O:33][CH:34]([CH3:36])[CH3:35])#[N:23]. The catalyst class is: 1. (8) Reactant: [Cl:1][C:2]1[C:7]2[CH2:8][CH:9]([CH3:22])[N:10]3[C:15]([C:6]=2[CH:5]=[CH:4][C:3]=1[O:23][CH3:24])=[CH:14][C:13](=[O:16])[C:12]([C:17]([O:19]CC)=[O:18])=[CH:11]3.[OH-].[Na+].Cl. Product: [Cl:1][C:2]1[C:7]2[CH2:8][CH:9]([CH3:22])[N:10]3[C:15]([C:6]=2[CH:5]=[CH:4][C:3]=1[O:23][CH3:24])=[CH:14][C:13](=[O:16])[C:12]([C:17]([OH:19])=[O:18])=[CH:11]3. The catalyst class is: 1. (9) Reactant: [K].CC(C)([O-])C.[OH:7][C:8]1[CH:22]=[CH:21][CH:20]=[CH:19][C:9]=1[CH2:10]P(=O)(OCC)OCC.[C:23]1([CH3:45])[CH:28]=[CH:27][C:26]([N:29]([C:38]2[CH:43]=[CH:42][C:41]([CH3:44])=[CH:40][CH:39]=2)[C:30]2[CH:37]=[CH:36][C:33]([CH:34]=O)=[CH:32][CH:31]=2)=[CH:25][CH:24]=1.Cl. Product: [OH:7][C:8]1[CH:22]=[CH:21][CH:20]=[CH:19][C:9]=1[CH:10]=[CH:44][C:41]1[CH:40]=[CH:39][C:38]([N:29]([C:30]2[CH:37]=[CH:36][C:33]([CH3:34])=[CH:32][CH:31]=2)[C:26]2[CH:27]=[CH:28][C:23]([CH3:45])=[CH:24][CH:25]=2)=[CH:43][CH:42]=1. The catalyst class is: 30. (10) Reactant: [CH:1]1([C:4]2[NH:13][C:7]3=[N+:8]([O-])[CH:9]=[CH:10][CH:11]=[C:6]3[CH:5]=2)[CH2:3][CH2:2]1.CS([Cl:18])(=O)=O.O.[OH-].[Na+]. Product: [Cl:18][C:11]1[CH:10]=[CH:9][N:8]=[C:7]2[NH:13][C:4]([CH:1]3[CH2:3][CH2:2]3)=[CH:5][C:6]=12. The catalyst class is: 9.